This data is from Full USPTO retrosynthesis dataset with 1.9M reactions from patents (1976-2016). The task is: Predict the reactants needed to synthesize the given product. (1) Given the product [Cl:24][C:25]1[CH:26]=[N+:27]([O-:50])[CH:28]=[C:29]([Cl:49])[C:30]=1[CH2:31][C@@H:32]([C:34]1[CH:39]=[CH:38][C:37]([O:40][CH:41]([F:43])[F:42])=[C:36]([O:44][CH2:45][CH:46]2[CH2:48][CH2:47]2)[CH:35]=1)[O:17][C:16](=[O:18])[CH2:15][N:7]1[C:6](=[O:19])[C:5]2[C:9](=[CH:10][C:11]([O:12][CH3:13])=[C:3]([O:2][CH3:1])[CH:4]=2)[C:8]1=[O:14], predict the reactants needed to synthesize it. The reactants are: [CH3:1][O:2][C:3]1[CH:4]=[C:5]2[C:9](=[CH:10][C:11]=1[O:12][CH3:13])[C:8](=[O:14])[N:7]([CH2:15][C:16]([OH:18])=[O:17])[C:6]2=[O:19].C(Cl)CCl.[Cl:24][C:25]1[CH:26]=[N+:27]([O-:50])[CH:28]=[C:29]([Cl:49])[C:30]=1[CH2:31][C@@H:32]([C:34]1[CH:39]=[CH:38][C:37]([O:40][CH:41]([F:43])[F:42])=[C:36]([O:44][CH2:45][CH:46]2[CH2:48][CH2:47]2)[CH:35]=1)O. (2) Given the product [F:9][C:8]([F:11])([F:10])[C:3]1[CH:4]=[CH:5][CH:6]=[CH:7][C:2]=1[CH2:18][C@H:19]([OH:17])[CH2:20][CH3:21], predict the reactants needed to synthesize it. The reactants are: I[C:2]1[CH:7]=[CH:6][CH:5]=[CH:4][C:3]=1[C:8]([F:11])([F:10])[F:9].[Li]CCCC.[O:17]1[C@H:19]([CH2:20][CH3:21])[CH2:18]1. (3) Given the product [CH:1]([N:4]([C:18]([C:20]1[C:21]([C:40]([F:41])([F:42])[F:43])=[CH:22][C:23]2[O:28][C:27]([CH3:30])([CH3:29])[C:26](=[O:31])[N:25]([CH2:32][CH2:33][N:34]([C:35]([O:37][CH3:38])=[O:36])[CH3:46])[C:24]=2[CH:39]=1)=[O:19])[C@@H:5]1[CH2:10][CH2:9][CH2:8][N:7]([C:11]([O:13][C:14]([CH3:15])([CH3:16])[CH3:17])=[O:12])[CH2:6]1)([CH3:3])[CH3:2], predict the reactants needed to synthesize it. The reactants are: [CH:1]([N:4]([C:18]([C:20]1[C:21]([C:40]([F:43])([F:42])[F:41])=[CH:22][C:23]2[O:28][C:27]([CH3:30])([CH3:29])[C:26](=[O:31])[N:25]([CH2:32][CH2:33][NH:34][C:35]([O:37][CH3:38])=[O:36])[C:24]=2[CH:39]=1)=[O:19])[C@@H:5]1[CH2:10][CH2:9][CH2:8][N:7]([C:11]([O:13][C:14]([CH3:17])([CH3:16])[CH3:15])=[O:12])[CH2:6]1)([CH3:3])[CH3:2].[H-].[Na+].[CH3:46]N(C)C=O.CI. (4) The reactants are: [C:1]([C:5]1[C:6]([OH:16])=[C:7]([C:11]([CH3:15])=[C:12]([F:14])[CH:13]=1)[C:8]([OH:10])=O)([CH3:4])([CH3:3])[CH3:2].[NH2:17][C:18]1[CH:25]=[CH:24][C:23]([S:26]([C:29]([F:32])([F:31])[F:30])(=[O:28])=[O:27])=[CH:22][C:19]=1[C:20]#[N:21]. Given the product [C:1]([C:5]1[C:6]([OH:16])=[C:7]([C:11]([CH3:15])=[C:12]([F:14])[CH:13]=1)[C:8]([NH:17][C:18]1[CH:25]=[CH:24][C:23]([S:26]([C:29]([F:32])([F:30])[F:31])(=[O:28])=[O:27])=[CH:22][C:19]=1[C:20]#[N:21])=[O:10])([CH3:2])([CH3:3])[CH3:4], predict the reactants needed to synthesize it. (5) Given the product [CH:26]([C:2]1[C:11]2[C:6](=[CH:7][CH:8]=[CH:9][C:10]=2[NH:12][CH:13]2[CH2:18][CH2:17][N:16]([C:19]([O:21][C:22]([CH3:25])([CH3:24])[CH3:23])=[O:20])[CH2:15][CH2:14]2)[CH:5]=[N:4][CH:3]=1)=[CH2:27], predict the reactants needed to synthesize it. The reactants are: Br[C:2]1[C:11]2[C:6](=[CH:7][CH:8]=[CH:9][C:10]=2[NH:12][CH:13]2[CH2:18][CH2:17][N:16]([C:19]([O:21][C:22]([CH3:25])([CH3:24])[CH3:23])=[O:20])[CH2:15][CH2:14]2)[CH:5]=[N:4][CH:3]=1.[CH2:26](C([Sn])=C(CCCC)CCCC)[CH2:27]CC.C(C1C(O)=C(C(C)(C)C)C=C(C)C=1)(C)(C)C.[F-].[K+]. (6) Given the product [C:1]([NH:9][C:10]1[CH:11]=[C:12]([NH:17][C:18](=[O:27])[C:19]2[CH:24]=[CH:23][C:22]([CH2:25][N:32]3[CH2:33][CH2:34][N:29]([CH3:28])[CH2:30][CH2:31]3)=[N:21][CH:20]=2)[CH:13]=[CH:14][C:15]=1[Cl:16])(=[O:8])[C:2]1[CH:7]=[CH:6][CH:5]=[CH:4][CH:3]=1, predict the reactants needed to synthesize it. The reactants are: [C:1]([NH:9][C:10]1[CH:11]=[C:12]([NH:17][C:18](=[O:27])[C:19]2[CH:24]=[CH:23][C:22]([CH2:25]Br)=[N:21][CH:20]=2)[CH:13]=[CH:14][C:15]=1[Cl:16])(=[O:8])[C:2]1[CH:7]=[CH:6][CH:5]=[CH:4][CH:3]=1.[CH3:28][N:29]1[CH2:34][CH2:33][NH:32][CH2:31][CH2:30]1. (7) The reactants are: [CH3:1][CH:2]([C:9]([OH:11])=O)[C:3]1[CH:8]=[CH:7][CH:6]=[CH:5][CH:4]=1.N1C=CC=CC=1.[NH2:18][N:19]1[C:28](=[O:29])[C:27]2[C:22](=[CH:23][CH:24]=[CH:25][CH:26]=2)[N:21]=[C:20]1[CH:30]([CH3:32])[CH3:31].C([O-])(O)=O.[Na+]. Given the product [CH:30]([C:20]1[N:19]([NH:18][C:9](=[O:11])[CH:2]([C:3]2[CH:4]=[CH:5][CH:6]=[CH:7][CH:8]=2)[CH3:1])[C:28](=[O:29])[C:27]2[C:22](=[CH:23][CH:24]=[CH:25][CH:26]=2)[N:21]=1)([CH3:32])[CH3:31], predict the reactants needed to synthesize it. (8) Given the product [C:18]([C:14]1[C:13](=[O:20])[NH:12][C:11]2[S:10][CH:9]=[C:8]([C:4]3[CH:3]=[C:2]([C:51]#[C:50][CH2:49][CH2:48][CH2:47][CH2:46][C:45]([OH:53])=[O:52])[CH:7]=[CH:6][CH:5]=3)[C:16]=2[C:15]=1[OH:17])#[N:19], predict the reactants needed to synthesize it. The reactants are: Br[C:2]1[CH:3]=[C:4]([C:8]2[C:16]3[C:15]([OH:17])=[C:14]([C:18]#[N:19])[C:13](=[O:20])[NH:12][C:11]=3[S:10][CH:9]=2)[CH:5]=[CH:6][CH:7]=1.C(NCC)C.C1(P(C2C=CC=CC=2)C2C=CC=CC=2)C=CC=CC=1.[C:45]([OH:53])(=[O:52])[CH2:46][CH2:47][CH2:48][CH2:49][C:50]#[CH:51]. (9) Given the product [F:19][C:17]1[CH:16]=[C:6]([CH:5]=[C:4]([F:3])[CH:18]=1)[C:7]([C:9]1[C:10](=[O:15])[N:11]([CH2:21][CH3:22])[CH:12]=[CH:13][CH:14]=1)=[O:8], predict the reactants needed to synthesize it. The reactants are: [H-].[Na+].[F:3][C:4]1[CH:5]=[C:6]([CH:16]=[C:17]([F:19])[CH:18]=1)[C:7]([C:9]1[C:10](=[O:15])[NH:11][CH:12]=[CH:13][CH:14]=1)=[O:8].I[CH2:21][CH3:22].Cl. (10) Given the product [CH2:31]([NH:30][C:8]1[C:5]2[CH:6]=[N:7][C:2]([NH:44][C:42]([NH:41][C@@H:39]([C:33]3[CH:38]=[CH:37][CH:36]=[CH:35][CH:34]=3)[CH3:40])=[O:43])=[CH:3][C:4]=2[N:10]([C:11]([C:12]2[CH:13]=[CH:14][CH:15]=[CH:16][CH:17]=2)([C:18]2[CH:19]=[CH:20][CH:21]=[CH:22][CH:23]=2)[C:24]2[CH:29]=[CH:28][CH:27]=[CH:26][CH:25]=2)[N:9]=1)[CH3:32], predict the reactants needed to synthesize it. The reactants are: Cl[C:2]1[N:7]=[CH:6][C:5]2[C:8]([NH:30][CH2:31][CH3:32])=[N:9][N:10]([C:11]([C:24]3[CH:29]=[CH:28][CH:27]=[CH:26][CH:25]=3)([C:18]3[CH:23]=[CH:22][CH:21]=[CH:20][CH:19]=3)[C:12]3[CH:17]=[CH:16][CH:15]=[CH:14][CH:13]=3)[C:4]=2[CH:3]=1.[C:33]1([C@H:39]([NH:41][C:42]([NH2:44])=[O:43])[CH3:40])[CH:38]=[CH:37][CH:36]=[CH:35][CH:34]=1.CC(C)([O-])C.[Na+].